From a dataset of Experimentally validated miRNA-target interactions with 360,000+ pairs, plus equal number of negative samples. Binary Classification. Given a miRNA mature sequence and a target amino acid sequence, predict their likelihood of interaction. (1) The miRNA is cel-miR-392-3p with sequence UAUCAUCGAUCACGUGUGAUGA. The protein sequence of the target gene is MHPARPALWAAALTALTLLRGPPVARAGAGAVGAGPVVRCEPCDARALSQCAPPPTAPACTELVREPGCGCCLTCALREGDACGVYTERCGTGLRCQPRPAEQYPLRALLNGRGFCANASAAGSLSTYLPSQPAPGNISESEEEHNAGSVESQVVPSTHRVTDSKFHPLHAKMDVIKKGHARDSQRYKVDYESQSTDTQNFSSESKRETEYGPCRREMEDTLNHLKFLNVLSPRGVHIPNCDKKGFYKKKQCRPSKGRKRGFCWCVDKYGQPLPGYDTKGKDDVHCLSVQSQ. Result: 0 (no interaction). (2) The miRNA is mmu-miR-1962 with sequence AGAGGCUGGCACUGGGACACAU. The protein sequence of the target gene is MHLLLVQLLVLLPLGKADLCVDGCQSQGSLSFPLLERGRRDLHVANHEEAEDKPDLFVAVPHLMGTSLAGEGQRQRGKMLSRLGRFWKKPETEFYPPRDVESDHVSSGMQAVTQPADGRKVERSPLQEEAKRFWHRFMFRKGPAFQGVILPIKSHEVHWETCRTVPFNQTIAHEDCQKVVVQNNLCFGKCSSIRFPGEGADAHSFCSHCSPTKFTTVHLMLNCTSPTPVVKMVMQVEECQCMVKTERGEERLLLAGSQGSFIPGLPASKTNP. Result: 0 (no interaction). (3) The miRNA is cel-miR-252-5p with sequence AUAAGUAGUAGUGCCGCAGGUAA. The protein sequence of the target gene is MLSCNICGETVTSEPDMKAHLIVHMESEIICPFCKLSGVNYDEMCFHIETAHFEQNTLERNFERINTVQYGTSDNKKDNTLQCGMEVNSSILSGCASNHPKNSAQNLTKDSTLKHEGFYSENLTESRKFLKSREKQSSLTEIKGSVYETTYSPPECPFCGKIEEHSEDMETHVKTKHANLLDIPLEDCDQPLYDCPMCGLICTNYHILQEHVDLHLEENSFQQGMDRVQCSGDLQLAHQLQQEEDRKRRSEESRQEIEEFQKLQRQYGLDNSGGYKQQQLRNMEIEVNRGRMPPSEFHRR.... Result: 0 (no interaction). (4) The miRNA is hsa-miR-4673 with sequence UCCAGGCAGGAGCCGGACUGGA. The protein sequence of the target gene is MSISGTLSSYYVDSIISHESEDAPPAKFPSGQYANPRQPGHAEHLDFPSCSFQPKAPVFGASWAPLSPHASGSLPSVYHPYLQPQGAPAAESRYLRTWLEPAPRAEAAPGQGQAAVKAEPLLGAPGELLKQGTPEYSLETSAGREAVLSNQRAGYGDNKICEGSEDKERPDQTNPSANWLHARSSRKKRCPYTKYQTLELEKEFLFNMYLTRDRRHEVARLLNLSERQVKIWFQNRRMKMKKMNKEQGKE. Result: 0 (no interaction). (5) The miRNA is hsa-miR-4524a-3p with sequence UGAGACAGGCUUAUGCUGCUAU. The protein sequence of the target gene is MDCQENEYWDQWGRCVTCQRCGPGQELSKDCGYGEGGDAYCTACPPRRYKSSWGHHRCQSCITCAVINRVQKVNCTATSNAVCGDCLPRFYRKTRIGGLQDQECIPCTKQTPTSEVQCAFQLSLVEADTPTVPPQEATLVALVSSLLVVFTLAFLGLFFLYCKQFFNRHCQRGGLLQFEADKTAKEESLFPVPPSKETSAESQVSENIFQTQPLNPILEDDCSSTSGFPTQESFTMASCTSESHSHWVHSPIECTELDLQKFSSSASYTGAETLGGNTVESTGDRLELNVPFEVPSP. Result: 1 (interaction). (6) The miRNA is hsa-miR-6762-5p with sequence CGGGGCCAUGGAGCAGCCUGUGU. The protein sequence of the target gene is MACSIVQFCYFQDLQAARDFLFPHLREEILSGALRRDPSKSTDWEDDGWGAWEENEPQEPEEEGNTCKTQKTSWLQDCVLSLSPTNDLMVIAREQKAVFLVPKWKYSDKGKEEMQFAVGWSGSLNVEEGECVTSALCIPLASQKRSSTGRPDWTCIVVGFTSGYVRFYTENGVLLLAQLLNEDPVLQLKCRTYEIPRHPGVTEQNEELSILYPAAIVTIDGFSLFQSLRACRNQVAKAAASGNENIQPPPLAYKKWGLQDIDTIIDHASVGIMTLSPFDQMKTASNIGGFNAAIKNSPPA.... Result: 0 (no interaction). (7) Result: 0 (no interaction). The miRNA is mmu-miR-3097-5p with sequence CACAGGUGGGAAGUGUGUGUCCA. The protein sequence of the target gene is MMAALYPSTDLSGASSSSLPSSPSSSSPNEVMALKDVREVKEENTLNEKLFLLACDKGDYYMVKKILEENSSGDLNINCVDVLGRNAVTITIENENLDILQLLLDYGCQSADALLVAIDSEVVGAVDILLNHRPKRSSRPTIVKLMERIQNPEYSTTMDVAPVILAAHRNNYEILTMLLKQDVSLPKPHAVGCECTLCSAKNKKDSLRHSRFRLDIYRCLASPALIMLTEEDPILRAFELSADLKELSLVEVEFRNDYEELARQCKMFAKDLLAQARNSRELEVILNHTSSDEPLDKRGL....